Dataset: Forward reaction prediction with 1.9M reactions from USPTO patents (1976-2016). Task: Predict the product of the given reaction. (1) Given the reactants Br[C:2]1[S:6][C:5]([CH:7]=[CH:8][C:9]([OH:11])=[O:10])=[CH:4][CH:3]=1.[Cl:12][C:13]1[CH:18]=[CH:17][C:16](B(O)O)=[CH:15][CH:14]=1.C(=O)([O-])[O-].[Na+].[Na+], predict the reaction product. The product is: [Cl:12][C:13]1[CH:18]=[CH:17][C:16]([C:2]2[S:6][C:5]([CH:7]=[CH:8][C:9]([OH:11])=[O:10])=[CH:4][CH:3]=2)=[CH:15][CH:14]=1. (2) Given the reactants [CH3:1][C:2]1[O:6][N:5]=[C:4]([C:7]2[CH:12]=[CH:11][CH:10]=[CH:9][CH:8]=2)[C:3]=1[C:13]1[N:14]=[CH:15][N:16]([C:18]2[CH:26]=[CH:25][C:21]([C:22]([OH:24])=O)=[CH:20][CH:19]=2)[CH:17]=1.[N:27]1([CH2:33][CH2:34][CH2:35][NH2:36])[CH2:32][CH2:31][O:30][CH2:29][CH2:28]1, predict the reaction product. The product is: [CH3:1][C:2]1[O:6][N:5]=[C:4]([C:7]2[CH:8]=[CH:9][CH:10]=[CH:11][CH:12]=2)[C:3]=1[C:13]1[N:14]=[CH:15][N:16]([C:18]2[CH:26]=[CH:25][C:21]([C:22]([NH:36][CH2:35][CH2:34][CH2:33][N:27]3[CH2:32][CH2:31][O:30][CH2:29][CH2:28]3)=[O:24])=[CH:20][CH:19]=2)[CH:17]=1. (3) Given the reactants [Cl:1][C:2]1[CH:7]=[C:6]([NH2:8])[C:5]([C:9]([F:12])([F:11])[F:10])=[CH:4][N:3]=1.[H-].[Na+].S(O[CH2:26][C@@H:27]1[O:32][CH2:31][CH2:30][N:29]([C:33]([O:35][C:36]([CH3:39])([CH3:38])[CH3:37])=[O:34])[CH2:28]1)(C1C=CC(C)=CC=1)(=O)=O.C(=O)([O-])O.[Na+], predict the reaction product. The product is: [Cl:1][C:2]1[CH:7]=[C:6]([NH:8][CH2:26][C@@H:27]2[O:32][CH2:31][CH2:30][N:29]([C:33]([O:35][C:36]([CH3:37])([CH3:39])[CH3:38])=[O:34])[CH2:28]2)[C:5]([C:9]([F:10])([F:11])[F:12])=[CH:4][N:3]=1. (4) Given the reactants C1C(=O)N(Br)C(=O)C1.[CH:9]1[C:13]2=[C:14]([NH2:18])[N:15]=[CH:16][N:17]=[C:12]2[N:11]([C@@H:19]2[O:23][C@H:22]([CH2:24][OH:25])[C@@H:21]([OH:26])[CH2:20]2)[CH:10]=1.C[C:28]([O-:30])=[O:29].[Na+], predict the reaction product. The product is: [NH2:18][C:14]1[C:13]2[C:9]([C:28]([OH:30])=[O:29])=[CH:10][N:11]([C@@H:19]3[O:23][C@H:22]([CH2:24][OH:25])[C@@H:21]([OH:26])[CH2:20]3)[C:12]=2[N:17]=[CH:16][N:15]=1.